Dataset: Full USPTO retrosynthesis dataset with 1.9M reactions from patents (1976-2016). Task: Predict the reactants needed to synthesize the given product. Given the product [CH2:9]([C:12]1[CH:19]=[CH:18][CH:17]=[C:16]([Cl:20])[C:13]=1[CH:14]=[N:7][OH:8])[CH:10]=[CH2:11], predict the reactants needed to synthesize it. The reactants are: C(=O)(O)[O-].[Na+].Cl.[NH2:7][OH:8].[CH2:9]([C:12]1[CH:19]=[CH:18][CH:17]=[C:16]([Cl:20])[C:13]=1[CH:14]=O)[CH:10]=[CH2:11].